From a dataset of Forward reaction prediction with 1.9M reactions from USPTO patents (1976-2016). Predict the product of the given reaction. (1) Given the reactants [NH2:1][C:2]1[CH:3]=[C:4]([C:9]2[C:17]([C:18]3[CH:23]=[CH:22][N:21]=[C:20]([NH:24][C:25]4[CH:30]=[CH:29][CH:28]=[C:27]([O:31][CH2:32][CH2:33][N:34]([CH3:36])[CH3:35])[CH:26]=4)[N:19]=3)=[C:12]3[CH:13]=[CH:14][CH:15]=[CH:16][N:11]3[N:10]=2)[CH:5]=[CH:6][C:7]=1[F:8].[S:37]1[CH:41]=[CH:40][CH:39]=[C:38]1[CH2:42][C:43](Cl)=[O:44], predict the reaction product. The product is: [CH3:35][N:34]([CH3:36])[CH2:33][CH2:32][O:31][C:27]1[CH:26]=[C:25]([NH:24][C:20]2[N:19]=[C:18]([C:17]3[C:9]([C:4]4[CH:5]=[CH:6][C:7]([F:8])=[C:2]([NH:1][C:43](=[O:44])[CH2:42][C:38]5[S:37][CH:41]=[CH:40][CH:39]=5)[CH:3]=4)=[N:10][N:11]4[CH:16]=[CH:15][CH:14]=[CH:13][C:12]=34)[CH:23]=[CH:22][N:21]=2)[CH:30]=[CH:29][CH:28]=1. (2) The product is: [F:23][C:22]([F:24])([F:25])[C:21]([C:27]([F:28])([F:29])[F:30])([OH:26])[C:20]#[C:19][CH2:18][C@:17]([C@@H:11]1[C@:12]2([CH3:16])[C@H:8]([C@@H:7]([OH:6])[CH2:15][CH2:14][CH2:13]2)[CH2:9][CH2:10]1)([CH3:42])[CH2:31][CH2:32][CH2:33][C:34]([CH3:41])([OH:36])[CH3:35]. Given the reactants C([Si](C)(C)[O:6][C@H:7]1[CH2:15][CH2:14][CH2:13][C@@:12]2([CH3:16])[C@H:8]1[CH2:9][CH2:10][C@@H:11]2[C@@:17]([CH3:42])([CH2:31][CH2:32][CH2:33][C:34]([CH3:41])([O:36][Si](C)(C)C)[CH3:35])[CH2:18][C:19]#[C:20][C:21]([C:27]([F:30])([F:29])[F:28])([OH:26])[C:22]([F:25])([F:24])[F:23])(C)(C)C.[F-].C([N+](CCCC)(CCCC)CCCC)CCC.C(OCC)(=O)C, predict the reaction product.